From a dataset of Forward reaction prediction with 1.9M reactions from USPTO patents (1976-2016). Predict the product of the given reaction. (1) Given the reactants [F:1][C:2]([F:44])([F:43])[C:3]1[CH:4]=[C:5]([CH:36]=[C:37]([C:39]([F:42])([F:41])[F:40])[CH:38]=1)[CH2:6][N:7]([C:29]1[CH:34]=[N:33][C:32](Br)=[CH:31][N:30]=1)[CH2:8][C:9]1[CH:14]=[C:13]([C:15]([F:18])([F:17])[F:16])[CH:12]=[CH:11][C:10]=1[CH:19]([N:23]1[CH2:28][CH2:27][O:26][CH2:25][CH2:24]1)[CH:20]([CH3:22])[CH3:21].[NH:45]1[CH2:50][CH2:49][O:48][CH2:47][CH2:46]1.C1C=CC(P(C2C(C3C(P(C4C=CC=CC=4)C4C=CC=CC=4)=CC=C4C=3C=CC=C4)=C3C(C=CC=C3)=CC=2)C2C=CC=CC=2)=CC=1.CC(C)([O-])C.[Na+], predict the reaction product. The product is: [F:1][C:2]([F:44])([F:43])[C:3]1[CH:4]=[C:5]([CH:36]=[C:37]([C:39]([F:42])([F:41])[F:40])[CH:38]=1)[CH2:6][N:7]([CH2:8][C:9]1[CH:14]=[C:13]([C:15]([F:18])([F:17])[F:16])[CH:12]=[CH:11][C:10]=1[CH:19]([N:23]1[CH2:28][CH2:27][O:26][CH2:25][CH2:24]1)[CH:20]([CH3:22])[CH3:21])[C:29]1[CH:34]=[N:33][C:32]([N:45]2[CH2:50][CH2:49][O:48][CH2:47][CH2:46]2)=[CH:31][N:30]=1. (2) The product is: [O:26]=[S:2]1(=[O:1])[CH:7]=[CH:6][N:5]([C:8]2[C:9]([F:25])=[CH:10][C:11]([N:15]3[CH2:19][C@H:18]([C:20]([NH2:27])=[O:21])[O:17][C:16]3=[O:24])=[CH:12][C:13]=2[F:14])[CH2:4][CH2:3]1. Given the reactants [O:1]=[S:2]1(=[O:26])[CH:7]=[CH:6][N:5]([C:8]2[C:13]([F:14])=[CH:12][C:11]([N:15]3[CH2:19][C@H:18]([C:20](OC)=[O:21])[O:17][C:16]3=[O:24])=[CH:10][C:9]=2[F:25])[CH2:4][CH2:3]1.[NH3:27], predict the reaction product. (3) Given the reactants Cl[C:2]1[CH:7]=[N:6][CH:5]=[C:4]([Cl:8])[N:3]=1.[OH:9][C:10]1[CH:15]=[CH:14][CH:13]=[CH:12][C:11]=1B(O)O.C(=O)([O-])[O-].[Na+].[Na+], predict the reaction product. The product is: [Cl:8][C:4]1[N:3]=[C:2]([C:11]2[CH:12]=[CH:13][CH:14]=[CH:15][C:10]=2[OH:9])[CH:7]=[N:6][CH:5]=1. (4) Given the reactants [F:1][C:2]([F:19])([F:18])[C:3]1[CH:8]=[CH:7][C:6]([C:9]2[S:10][C:11]3[CH2:12][NH:13][CH2:14][CH2:15][C:16]=3[N:17]=2)=[CH:5][CH:4]=1.C(N(CC)CC)C.[CH3:27][O:28][C:29](=[O:42])[CH2:30][C:31]1[CH:36]=[CH:35][C:34]([CH3:37])=[C:33]([S:38](Cl)(=[O:40])=[O:39])[CH:32]=1, predict the reaction product. The product is: [CH3:27][O:28][C:29](=[O:42])[CH2:30][C:31]1[CH:36]=[CH:35][C:34]([CH3:37])=[C:33]([S:38]([N:13]2[CH2:14][CH2:15][C:16]3[N:17]=[C:9]([C:6]4[CH:7]=[CH:8][C:3]([C:2]([F:1])([F:18])[F:19])=[CH:4][CH:5]=4)[S:10][C:11]=3[CH2:12]2)(=[O:39])=[O:40])[CH:32]=1. (5) Given the reactants [Br:1][C:2]1[CH:7]=[CH:6][C:5]([OH:8])=[CH:4][N:3]=1.F[C:10]1[CH:17]=[CH:16][C:13]([C:14]#[N:15])=[CH:12][CH:11]=1.C([O-])([O-])=O.[Cs+].[Cs+], predict the reaction product. The product is: [Br:1][C:2]1[N:3]=[CH:4][C:5]([O:8][C:10]2[CH:17]=[CH:16][C:13]([C:14]#[N:15])=[CH:12][CH:11]=2)=[CH:6][CH:7]=1.